This data is from Forward reaction prediction with 1.9M reactions from USPTO patents (1976-2016). The task is: Predict the product of the given reaction. (1) Given the reactants [C:1]1([CH3:7])[CH:6]=[CH:5][CH:4]=[CH:3][CH:2]=1.[CH2:8]([OH:13])[CH2:9][CH2:10][CH2:11][OH:12].[OH-].[Na+].C(Cl)C1C=CC=CC=1, predict the reaction product. The product is: [CH2:7]([O:12][CH2:11][CH2:10][CH2:9][CH2:8][OH:13])[C:1]1[CH:6]=[CH:5][CH:4]=[CH:3][CH:2]=1. (2) Given the reactants [F:1][CH2:2][CH:3]1[CH2:8][N:7]([C:9]2[CH:10]=[N:11][C:12]([N+:15]([O-])=O)=[CH:13][CH:14]=2)[CH2:6][CH2:5][N:4]1[CH3:18].Br[C:20]1[C:21](=[O:28])[N:22]([CH3:27])[CH:23]=[C:24]([Br:26])[CH:25]=1.C(=O)([O-])[O-].[Cs+].[Cs+].CC1(C)C2C(=C(P(C3C=CC=CC=3)C3C=CC=CC=3)C=CC=2)OC2C(P(C3C=CC=CC=3)C3C=CC=CC=3)=CC=CC1=2, predict the reaction product. The product is: [Br:26][C:24]1[CH:25]=[C:20]([NH:15][C:12]2[CH:13]=[CH:14][C:9]([N:7]3[CH2:6][CH2:5][N:4]([CH3:18])[CH:3]([CH2:2][F:1])[CH2:8]3)=[CH:10][N:11]=2)[C:21](=[O:28])[N:22]([CH3:27])[CH:23]=1. (3) Given the reactants Br[C:2]1[CH:3]=[CH:4][C:5]2[N:22]3[C:17]([CH:18]=[C:19](Br)[CH:20]=[CH:21]3)=[C:16]3[C:7](=[C:8]4[B:13]([C:14]5[CH:27]=[CH:26][CH:25]=[CH:24][C:15]=53)[CH:12]=[CH:11][CH:10]=[CH:9]4)[C:6]=2[CH:28]=1.[C:29]1([NH:35][C:36]2[CH:41]=[CH:40][CH:39]=[CH:38][CH:37]=2)[CH:34]=[CH:33][CH:32]=[CH:31][CH:30]=1.CC(C)([O-])C.[Na+].C(P(C(C)(C)C)[C:53]1[CH:61]=[CH:60][C:56]([N:57]([CH3:59])C)=[CH:55][CH:54]=1)(C)(C)C.[C:66]1(C)[CH:71]=[CH:70]C=[CH:68][CH:67]=1, predict the reaction product. The product is: [C:36]1([N:35]([C:29]2[CH:30]=[CH:31][CH:32]=[CH:33][CH:34]=2)[C:2]2[CH:3]=[CH:4][C:5]3[N:22]4[C:17]([CH:18]=[C:19]([N:57]([C:56]5[CH:55]=[CH:54][CH:53]=[CH:61][CH:60]=5)[C:59]5[CH:70]=[CH:71][CH:66]=[CH:67][CH:68]=5)[CH:20]=[CH:21]4)=[C:16]4[C:7](=[C:8]5[B:13]([C:14]6[CH:27]=[CH:26][CH:25]=[CH:24][C:15]=64)[CH:12]=[CH:11][CH:10]=[CH:9]5)[C:6]=3[CH:28]=2)[CH:37]=[CH:38][CH:39]=[CH:40][CH:41]=1. (4) Given the reactants I[C:2]1[CH:23]=[CH:22][C:5]([C:6]([NH:8][S:9]([C:12]2[CH:17]=[CH:16][CH:15]=[CH:14][C:13]=2[S:18](=[O:21])(=[O:20])[NH2:19])(=[O:11])=[O:10])=[O:7])=[C:4]([C:24]([F:27])([F:26])[F:25])[CH:3]=1.[CH3:28][C:29]([CH3:33])([CH3:32])[C:30]#[CH:31], predict the reaction product. The product is: [CH3:28][C:29]([CH3:33])([CH3:32])[C:30]#[C:31][C:2]1[CH:23]=[CH:22][C:5]([C:6]([NH:8][S:9]([C:12]2[CH:17]=[CH:16][CH:15]=[CH:14][C:13]=2[S:18](=[O:21])(=[O:20])[NH2:19])(=[O:10])=[O:11])=[O:7])=[C:4]([C:24]([F:25])([F:26])[F:27])[CH:3]=1. (5) The product is: [CH3:18][CH:17]([CH3:19])[CH2:16][CH2:15][CH2:14][CH2:13][CH2:12][CH2:11][CH2:10][OH:9]. Given the reactants [H-].[H-].[H-].[H-].[Li+].[Al+3].C([O:9][C:10](=O)[CH2:11][CH2:12][CH2:13][CH2:14][CH2:15][CH2:16][CH:17]([CH3:19])[CH3:18])C.S([O-])(O)(=O)=O.[K+], predict the reaction product. (6) Given the reactants [Cl:1][C:2]1[N:7]=[N:6][C:5]([O:8][CH3:9])=[C:4]([CH:10]([OH:13])[CH2:11][CH3:12])[CH:3]=1, predict the reaction product. The product is: [Cl:1][C:2]1[N:7]=[N:6][C:5]([O:8][CH3:9])=[C:4]([C:10](=[O:13])[CH2:11][CH3:12])[CH:3]=1. (7) Given the reactants FC([C:4]([O:10][C:11]([C:14]([C:17]([C:20](F)=[O:21])([F:19])[F:18])([F:16])[F:15])([F:13])[F:12])([C:6]([F:9])([F:8])[F:7])[F:5])=O.[C:23](=O)([O-])[O-:24].[Na+].[Na+].C(=O)=O.S(=O)(=O)(O)O.CO, predict the reaction product. The product is: [C:6]([CH:4]([O:10][C:11]([C:14]([C:17]([C:20]([O:24][CH3:23])=[O:21])([F:18])[F:19])([F:16])[F:15])([F:12])[F:13])[F:5])([F:9])([F:7])[F:8]. (8) The product is: [CH3:22][O:21][C:16]1[CH:17]=[C:18]2[C:13](=[CH:14][CH:15]=1)[CH:12]=[C:11]([N:7]1[C:8]([CH3:10])=[CH:9][C:5]([O:4][CH2:3][CH2:2][N:23]3[CH2:28][CH2:27][O:26][CH2:25][CH2:24]3)=[N:6]1)[CH:20]=[CH:19]2. Given the reactants Cl[CH2:2][CH2:3][O:4][C:5]1[CH:9]=[C:8]([CH3:10])[N:7]([C:11]2[CH:20]=[CH:19][C:18]3[C:13](=[CH:14][CH:15]=[C:16]([O:21][CH3:22])[CH:17]=3)[CH:12]=2)[N:6]=1.[NH:23]1[CH2:28][CH2:27][O:26][CH2:25][CH2:24]1, predict the reaction product.